The task is: Predict the reaction yield, written as a fraction of the theoretical maximum amount of product (1.0 means a 100% yield; for example, 0.34 means a 34% yield).. This data is from Reaction yield outcomes from USPTO patents with 853,638 reactions. (1) The reactants are [S:1]1[CH:5]=[CH:4][N:3]=[C:2]1[CH:6]([NH2:8])[CH3:7].C(N(CC)CC)C.[C:16](O[C:16]([O:18][C:19]([CH3:22])([CH3:21])[CH3:20])=[O:17])([O:18][C:19]([CH3:22])([CH3:21])[CH3:20])=[O:17].O. The catalyst is ClCCl. The product is [S:1]1[CH:5]=[CH:4][N:3]=[C:2]1[CH:6]([NH:8][C:16](=[O:17])[O:18][C:19]([CH3:22])([CH3:21])[CH3:20])[CH3:7]. The yield is 0.620. (2) The reactants are [Cl:1][C:2]1[CH:7]=[CH:6][C:5]([OH:8])=[CH:4][C:3]=1[C:9]([F:12])([F:11])[F:10].[F:13][C:14]1[CH:15]=[C:16]([CH:19]=[C:20]([F:23])[C:21]=1F)[CH:17]=[O:18].C([O-])([O-])=O.[K+].[K+]. The catalyst is CN(C=O)C. The product is [Cl:1][C:2]1[CH:7]=[CH:6][C:5]([O:8][C:21]2[C:14]([F:13])=[CH:15][C:16]([CH:17]=[O:18])=[CH:19][C:20]=2[F:23])=[CH:4][C:3]=1[C:9]([F:10])([F:11])[F:12]. The yield is 0.790. (3) The reactants are N[C:2]1[CH:11]=[C:10]([F:12])[C:9]([CH3:13])=[CH:8][C:3]=1[C:4]([O:6][CH3:7])=[O:5].N([O-])=O.[Na+].C(OCC)(=O)C.[BrH:24]. The catalyst is [Cu]Br. The product is [Br:24][C:2]1[CH:11]=[C:10]([F:12])[C:9]([CH3:13])=[CH:8][C:3]=1[C:4]([O:6][CH3:7])=[O:5]. The yield is 0.740.